Dataset: Forward reaction prediction with 1.9M reactions from USPTO patents (1976-2016). Task: Predict the product of the given reaction. (1) Given the reactants Br[C:2]1[CH:3]=[C:4]([CH:30]=[CH:31][CH:32]=1)[CH2:5][N:6]1[C:10]([CH3:11])=[CH:9][C:8]([C:12]2[O:16][N:15]=[C:14]([C:17]3[CH:22]=[CH:21][C:20]([C:23]([CH3:29])([CH3:28])[C:24]([F:27])([F:26])[F:25])=[CH:19][CH:18]=3)[N:13]=2)=[N:7]1.[OH:33][CH:34]1[CH2:39][CH2:38][NH:37][CH2:36][CH2:35]1, predict the reaction product. The product is: [CH3:11][C:10]1[N:6]([CH2:5][C:4]2[CH:3]=[C:2]([N:37]3[CH2:38][CH2:39][CH:34]([OH:33])[CH2:35][CH2:36]3)[CH:32]=[CH:31][CH:30]=2)[N:7]=[C:8]([C:12]2[O:16][N:15]=[C:14]([C:17]3[CH:22]=[CH:21][C:20]([C:23]([CH3:29])([CH3:28])[C:24]([F:27])([F:26])[F:25])=[CH:19][CH:18]=3)[N:13]=2)[CH:9]=1. (2) Given the reactants [CH3:1][C:2]1[CH:3]=[C:4]([OH:11])[C:5](=[CH:9][CH:10]=1)[C:6]([OH:8])=O.O.ON1C2C=CC=CC=2N=N1.Cl.CN(C)CCCN=C=NCC.Cl.[F:36][C:37]1[CH:38]=[N:39][C:40]([O:52][C:53]2[CH:58]=[CH:57][C:56]([F:59])=[CH:55][CH:54]=2)=[C:41]([CH:51]=1)[C:42]([NH:44][CH:45]1[CH2:50][CH2:49][NH:48][CH2:47][CH2:46]1)=[O:43].CN1CCOCC1, predict the reaction product. The product is: [F:36][C:37]1[CH:38]=[N:39][C:40]([O:52][C:53]2[CH:58]=[CH:57][C:56]([F:59])=[CH:55][CH:54]=2)=[C:41]([CH:51]=1)[C:42]([NH:44][CH:45]1[CH2:46][CH2:47][N:48]([C:6](=[O:8])[C:5]2[CH:9]=[CH:10][C:2]([CH3:1])=[CH:3][C:4]=2[OH:11])[CH2:49][CH2:50]1)=[O:43].